Dataset: NCI-60 drug combinations with 297,098 pairs across 59 cell lines. Task: Regression. Given two drug SMILES strings and cell line genomic features, predict the synergy score measuring deviation from expected non-interaction effect. (1) Drug 1: CC1=C2C(C(=O)C3(C(CC4C(C3C(C(C2(C)C)(CC1OC(=O)C(C(C5=CC=CC=C5)NC(=O)OC(C)(C)C)O)O)OC(=O)C6=CC=CC=C6)(CO4)OC(=O)C)OC)C)OC. Drug 2: CC=C1C(=O)NC(C(=O)OC2CC(=O)NC(C(=O)NC(CSSCCC=C2)C(=O)N1)C(C)C)C(C)C. Cell line: SW-620. Synergy scores: CSS=74.3, Synergy_ZIP=11.4, Synergy_Bliss=10.2, Synergy_Loewe=12.7, Synergy_HSA=13.7. (2) Drug 1: C1CC(=O)NC(=O)C1N2C(=O)C3=CC=CC=C3C2=O. Drug 2: CC12CCC3C(C1CCC2OP(=O)(O)O)CCC4=C3C=CC(=C4)OC(=O)N(CCCl)CCCl.[Na+]. Cell line: DU-145. Synergy scores: CSS=0.797, Synergy_ZIP=1.31, Synergy_Bliss=4.57, Synergy_Loewe=2.58, Synergy_HSA=2.31. (3) Drug 1: CN(C)N=NC1=C(NC=N1)C(=O)N. Drug 2: C1CCC(C(C1)N)N.C(=O)(C(=O)[O-])[O-].[Pt+4]. Cell line: NCI-H226. Synergy scores: CSS=5.88, Synergy_ZIP=-2.38, Synergy_Bliss=-0.784, Synergy_Loewe=-12.3, Synergy_HSA=-2.61.